This data is from Peptide-MHC class II binding affinity with 134,281 pairs from IEDB. The task is: Regression. Given a peptide amino acid sequence and an MHC pseudo amino acid sequence, predict their binding affinity value. This is MHC class II binding data. (1) The peptide sequence is MVGTILEMLGHRLDD. The MHC is DRB1_0404 with pseudo-sequence DRB1_0404. The binding affinity (normalized) is 0.310. (2) The MHC is HLA-DQA10102-DQB10602 with pseudo-sequence HLA-DQA10102-DQB10602. The binding affinity (normalized) is 0.449. The peptide sequence is AAATAGQTVYGAFAA. (3) The peptide sequence is FNEMILMKMKKKTWL. The MHC is DRB1_1101 with pseudo-sequence DRB1_1101. The binding affinity (normalized) is 0.766. (4) The peptide sequence is AVPWYAVAFNAIVAA. The binding affinity (normalized) is 0.440. The MHC is HLA-DQA10501-DQB10201 with pseudo-sequence HLA-DQA10501-DQB10201. (5) The binding affinity (normalized) is 0.382. The peptide sequence is WMTTEDMLEVWNRVW. The MHC is DRB1_0404 with pseudo-sequence DRB1_0404. (6) The peptide sequence is YFVAILDYLNHMAKE. The MHC is DRB1_1201 with pseudo-sequence DRB1_1201. The binding affinity (normalized) is 0.512.